Dataset: Catalyst prediction with 721,799 reactions and 888 catalyst types from USPTO. Task: Predict which catalyst facilitates the given reaction. (1) Reactant: Cl[C:2]1[N:7]=[C:6]([N:8]2[C:16]3[C:11](=[CH:12][CH:13]=[CH:14][CH:15]=3)[CH2:10][CH2:9]2)[N:5]=[C:4]([NH2:17])[N:3]=1.[C-:18]#[N:19].[K+].C1OCCOCCOCCOCCOCCOC1. Product: [NH2:17][C:4]1[N:5]=[C:6]([N:8]2[C:16]3[C:11](=[CH:12][CH:13]=[CH:14][CH:15]=3)[CH2:10][CH2:9]2)[N:7]=[C:2]([C:18]#[N:19])[N:3]=1. The catalyst class is: 31. (2) Reactant: C([NH:9][C:10]([NH:12][C:13]1[CH:18]=[CH:17][CH:16]=[C:15]([C:19]2[N:20]([CH2:32][CH3:33])[C:21]3[C:26]([C:27]=2[C:28]#[N:29])=[CH:25][CH:24]=[C:23]([O:30][CH3:31])[CH:22]=3)[CH:14]=1)=[S:11])(=O)C1C=CC=CC=1.[OH-].[Na+]. Product: [C:28]([C:27]1[C:26]2[C:21](=[CH:22][C:23]([O:30][CH3:31])=[CH:24][CH:25]=2)[N:20]([CH2:32][CH3:33])[C:19]=1[C:15]1[CH:14]=[C:13]([NH:12][C:10]([NH2:9])=[S:11])[CH:18]=[CH:17][CH:16]=1)#[N:29]. The catalyst class is: 24. (3) Reactant: [NH2:1][C:2]1[N:7]=[CH:6][N:5]=[C:4]2[N:8]([CH:31]3[CH2:36][CH2:35][N:34]([CH:37]4[CH2:42][CH2:41][N:40]([CH3:43])[CH2:39][CH2:38]4)[CH2:33][CH2:32]3)[N:9]=[C:10]([C:11]3[CH:16]=[CH:15][C:14]([NH:17][C:18](=[O:28])[CH2:19][C@H:20]([C:22]4[CH:27]=[CH:26][CH:25]=[CH:24][CH:23]=4)[CH3:21])=[C:13]([O:29][CH3:30])[CH:12]=3)[C:3]=12.[C:44]([OH:51])(=[O:50])/[CH:45]=[CH:46]\[C:47]([OH:49])=[O:48]. Product: [C:44]([OH:51])(=[O:50])/[CH:45]=[CH:46]\[C:47]([OH:49])=[O:48].[C:44]([OH:51])(=[O:50])/[CH:45]=[CH:46]\[C:47]([OH:49])=[O:48].[C:44]([OH:51])(=[O:50])/[CH:45]=[CH:46]\[C:47]([OH:49])=[O:48].[NH2:1][C:2]1[N:7]=[CH:6][N:5]=[C:4]2[N:8]([CH:31]3[CH2:32][CH2:33][N:34]([CH:37]4[CH2:42][CH2:41][N:40]([CH3:43])[CH2:39][CH2:38]4)[CH2:35][CH2:36]3)[N:9]=[C:10]([C:11]3[CH:16]=[CH:15][C:14]([NH:17][C:18](=[O:28])[CH2:19][C@H:20]([C:22]4[CH:23]=[CH:24][CH:25]=[CH:26][CH:27]=4)[CH3:21])=[C:13]([O:29][CH3:30])[CH:12]=3)[C:3]=12. The catalyst class is: 13. (4) Reactant: [N:1]([CH2:4][CH2:5][O:6][CH2:7][CH2:8][O:9][CH2:10][CH2:11][O:12][CH2:13][CH2:14][NH:15][S:16]([C:19]1[CH:24]=[CH:23][CH:22]=[C:21]([CH:25]2[C:34]3[C:29](=[C:30]([Cl:36])[CH:31]=[C:32]([Cl:35])[CH:33]=3)[CH2:28][N:27]([CH3:37])[CH2:26]2)[CH:20]=1)(=[O:18])=[O:17])=[N+]=[N-].C1(P(C2C=CC=CC=2)C2C=CC=CC=2)C=CC=CC=1. Product: [NH2:1][CH2:4][CH2:5][O:6][CH2:7][CH2:8][O:9][CH2:10][CH2:11][O:12][CH2:13][CH2:14][NH:15][S:16]([C:19]1[CH:24]=[CH:23][CH:22]=[C:21]([CH:25]2[C:34]3[C:29](=[C:30]([Cl:36])[CH:31]=[C:32]([Cl:35])[CH:33]=3)[CH2:28][N:27]([CH3:37])[CH2:26]2)[CH:20]=1)(=[O:18])=[O:17]. The catalyst class is: 1. (5) Reactant: [C:1]([NH:5][C:6](=[O:35])[C:7]1[CH:12]=[CH:11][CH:10]=[C:9]([O:13][C:14]2[CH:19]=[CH:18][C:17]([NH:20][C:21]3[C:31]4[CH:30]=[C:29](C=O)[CH2:28][CH2:27][NH:26][C:25]=4[N:24]=[CH:23][N:22]=3)=[CH:16][C:15]=2[Cl:34])[CH:8]=1)([CH3:4])([CH3:3])[CH3:2].[CH3:36][NH:37][CH2:38][CH2:39][OH:40].[C:41](O[BH-](OC(=O)C)OC(=O)C)(=O)C.[Na+].[ClH:55].C(OCC)(=O)C. Product: [ClH:34].[ClH:55].[C:1]([NH:5][C:6](=[O:35])[C:7]1[CH:12]=[CH:11][CH:10]=[C:9]([O:13][C:14]2[CH:19]=[CH:18][C:17]([NH:20][C:21]3[C:31]4[CH:30]=[C:29]([CH2:36][N:37]([CH2:38][CH2:39][OH:40])[CH3:41])[CH2:28][CH2:27][NH:26][C:25]=4[N:24]=[CH:23][N:22]=3)=[CH:16][C:15]=2[Cl:34])[CH:8]=1)([CH3:3])([CH3:4])[CH3:2]. The catalyst class is: 199. (6) Reactant: [NH2:1][C:2]1[CH:7]=[CH:6][C:5]([CH2:8][C:9]([O:11][CH3:12])=[O:10])=[CH:4][C:3]=1[OH:13].[C:14]1([CH3:23])[C:15]([N:20]=[C:21]=S)=[CH:16][CH:17]=[CH:18][CH:19]=1.C1(N=C=NC2CCCCC2)CCCCC1. Product: [CH3:23][C:14]1[CH:19]=[CH:18][CH:17]=[CH:16][C:15]=1[NH:20][C:21]1[O:13][C:3]2[CH:4]=[C:5]([CH2:8][C:9]([O:11][CH3:12])=[O:10])[CH:6]=[CH:7][C:2]=2[N:1]=1. The catalyst class is: 8. (7) Reactant: [C:1]([C:3]1[CH:53]=[CH:52][C:6]2[N:7](COCC[Si](C)(C)C)[C:8]([C:10]([C:22]3[C:30]([CH2:31][CH3:32])=[CH:29][C:28]([CH3:33])=[C:27]4[C:23]=3[CH:24]=[CH:25][N:26]4S(C3C=CC(C)=CC=3)(=O)=O)([O:15][CH2:16][C:17]([O:19]CC)=[O:18])[C:11]([F:14])([F:13])[F:12])=[N:9][C:5]=2[CH:4]=1)#[N:2].C(C1C=CC2N=C(C(C3C(CC)=CC(C)=C4C=3C=CN4S(C3C=CC(C)=CC=3)(=O)=O)(OCC(OCC)=O)C(F)(F)F)N(COCC[Si](C)(C)C)C=2C=1)#N.Cl.[OH-].[K+]. Product: [C:1]([C:3]1[CH:53]=[CH:52][C:6]2[NH:7][C:8]([C:10]([C:22]3[C:30]([CH2:31][CH3:32])=[CH:29][C:28]([CH3:33])=[C:27]4[C:23]=3[CH:24]=[CH:25][NH:26]4)([O:15][CH2:16][C:17]([OH:19])=[O:18])[C:11]([F:12])([F:13])[F:14])=[N:9][C:5]=2[CH:4]=1)#[N:2]. The catalyst class is: 14.